From a dataset of Reaction yield outcomes from USPTO patents with 853,638 reactions. Predict the reaction yield, written as a fraction of the theoretical maximum amount of product (1.0 means a 100% yield; for example, 0.34 means a 34% yield). (1) The reactants are Br[C:2]1[CH:7]=[C:6]([CH3:8])[CH:5]=[CH:4][C:3]=1[NH2:9].[C:10]1(B(O)O)[CH:15]=[CH:14][CH:13]=[CH:12][CH:11]=1.C(=O)([O-])[O-].[Na+].[Na+].O. The catalyst is COCCOC. The product is [C:10]1([C:2]2[CH:7]=[C:6]([CH3:8])[CH:5]=[CH:4][C:3]=2[NH2:9])[CH:15]=[CH:14][CH:13]=[CH:12][CH:11]=1. The yield is 0.750. (2) The reactants are Br[C:2]1[CH:9]=[CH:8][C:5]([CH:6]=[O:7])=[C:4]([F:10])[CH:3]=1.[Cu](C#N)[C:12]#[N:13]. The catalyst is CN(C)C=O.Cl.O.[Fe](Cl)Cl. The product is [F:10][C:4]1[CH:3]=[C:2]([CH:9]=[CH:8][C:5]=1[CH:6]=[O:7])[C:12]#[N:13]. The yield is 0.700. (3) The reactants are F[C:2]1C=CC=C(F)C=1CN1C(=O)C=CC(CC2C3C(=CC=CC=3)N(CC(O)=O)C=2C)=C1.[Cl:32][C:33]1[CH:34]=[C:35]2[C:39](=[CH:40][CH:41]=1)[N:38]([CH2:42][C:43]([O:45][CH3:46])=[O:44])[CH:37]=[C:36]2[CH2:47][C:48]1[CH:49]=[N:50][C:51]([O:54]C)=[CH:52][CH:53]=1.[F:56][C:57]1[CH:64]=[C:63]([F:65])[CH:62]=[CH:61][C:58]=1[CH2:59]Br.[I-].[Na+]. No catalyst specified. The product is [Cl:32][C:33]1[CH:34]=[C:35]2[C:39](=[CH:40][CH:41]=1)[N:38]([CH2:42][C:43]([O:45][CH3:46])=[O:44])[C:37]([CH3:2])=[C:36]2[CH2:47][C:48]1[CH:53]=[CH:52][C:51](=[O:54])[N:50]([CH2:59][C:58]2[CH:61]=[CH:62][C:63]([F:65])=[CH:64][C:57]=2[F:56])[CH:49]=1. The yield is 0.700. (4) The reactants are [CH2:1]([CH:3]([CH2:7][CH:8]([CH2:12][CH3:13])[C:9]([OH:11])=[O:10])[C:4]([OH:6])=[O:5])[CH3:2].[CH3:14][CH:15]([CH2:28][C:29]([CH3:32])([CH3:31])[CH3:30])[CH2:16][CH2:17][CH:18]([CH:21]([CH3:27])[CH2:22][C:23]([CH3:26])([CH3:25])[CH3:24])[CH2:19]O.[OH-].[Na+]. The catalyst is O.C1(C)C=CC(S(O)(=O)=O)=CC=1.C1(C)C=CC=CC=1. The product is [CH3:14][CH:15]([CH2:28][C:29]([CH3:32])([CH3:31])[CH3:30])[CH2:16][CH2:17][CH:18]([CH:21]([CH3:27])[CH2:22][C:23]([CH3:26])([CH3:25])[CH3:24])[CH2:19][O:5][C:4](=[O:6])[CH:3]([CH2:1][CH3:2])[CH2:7][CH:8]([CH2:12][CH3:13])[C:9]([O:11][CH2:19][CH:18]([CH:21]([CH3:27])[CH2:22][C:23]([CH3:25])([CH3:24])[CH3:26])[CH2:17][CH2:16][CH:15]([CH3:14])[CH2:28][C:29]([CH3:30])([CH3:31])[CH3:32])=[O:10]. The yield is 0.790. (5) The catalyst is C(#N)C. The product is [CH2:20]([O:12][C:3]1[CH:4]=[C:5]([F:11])[C:6]([N+:8]([O-:10])=[O:9])=[CH:7][C:2]=1[F:1])[CH3:21]. The yield is 0.880. The reactants are [F:1][C:2]1[CH:7]=[C:6]([N+:8]([O-:10])=[O:9])[C:5]([F:11])=[CH:4][C:3]=1[OH:12].C(=O)([O-])[O-].[K+].[K+].Br[CH2:20][CH3:21].ICC.